From a dataset of Buchwald-Hartwig C-N cross coupling reaction yields with 55,370 reactions. Predict the reaction yield, written as a fraction of the theoretical maximum amount of product (1.0 means a 100% yield; for example, 0.34 means a 34% yield). The reactants are COc1ccc(Cl)cc1.Cc1ccc(N)cc1.O=S(=O)(O[Pd]1c2ccccc2-c2ccccc2N~1)C(F)(F)F.CC(C)c1cc(C(C)C)c(-c2ccccc2P(C(C)(C)C)C(C)(C)C)c(C(C)C)c1.CN(C)C(=NC(C)(C)C)N(C)C.CCOC(=O)c1cnoc1C. No catalyst specified. The product is COc1ccc(Nc2ccc(C)cc2)cc1. The yield is 0.